This data is from HIV replication inhibition screening data with 41,000+ compounds from the AIDS Antiviral Screen. The task is: Binary Classification. Given a drug SMILES string, predict its activity (active/inactive) in a high-throughput screening assay against a specified biological target. (1) The result is 0 (inactive). The molecule is O=S(O)CCCCSSSCCCCS(=O)O. (2) The molecule is COCCNC1CCC2(SCCS2)c2[nH]c3ccccc3c21. The result is 0 (inactive).